From a dataset of Full USPTO retrosynthesis dataset with 1.9M reactions from patents (1976-2016). Predict the reactants needed to synthesize the given product. (1) Given the product [NH:1]1[C:9]2[C:4](=[CH:5][C:6]([NH:10][C:11]3[C:16]([C:17]#[N:18])=[CH:15][N:14]=[C:13]4[S:19][C:20]([CH2:22][CH2:23][CH2:24][CH2:25][N:26]5[CH2:27][CH2:28][N:29]([CH3:32])[CH2:30][CH2:31]5)=[CH:21][C:12]=34)=[CH:7][CH:8]=2)[CH:3]=[CH:2]1, predict the reactants needed to synthesize it. The reactants are: [NH:1]1[C:9]2[C:4](=[CH:5][C:6]([NH:10][C:11]3[C:16]([C:17]#[N:18])=[CH:15][N:14]=[C:13]4[S:19][C:20](/[CH:22]=[CH:23]/[CH2:24][CH2:25][N:26]5[CH2:31][CH2:30][N:29]([CH3:32])[CH2:28][CH2:27]5)=[CH:21][C:12]=34)=[CH:7][CH:8]=2)[CH:3]=[CH:2]1. (2) Given the product [CH2:1]([C:3]1[CH:8]=[C:7]([CH2:9][OH:10])[CH:6]=[CH:5][C:4]=1[O:11][CH2:19][C:20]([O:22][CH2:23][CH3:24])=[O:21])[CH3:2], predict the reactants needed to synthesize it. The reactants are: [CH2:1]([C:3]1[CH:8]=[C:7]([CH2:9][OH:10])[CH:6]=[CH:5][C:4]=1[OH:11])[CH3:2].C(=O)([O-])[O-].[Cs+].[Cs+].Br[CH2:19][C:20]([O:22][CH2:23][CH3:24])=[O:21].CCOC(C)=O.